Dataset: Experimentally validated miRNA-target interactions with 360,000+ pairs, plus equal number of negative samples. Task: Binary Classification. Given a miRNA mature sequence and a target amino acid sequence, predict their likelihood of interaction. (1) The miRNA is hsa-miR-4485-5p with sequence ACCGCCUGCCCAGUGA. The protein sequence of the target gene is MADQRMDISSTISDFMSPGPTDLLSGSLGTSGVDCNRKRKGSATDYQLDDFAFEESMDTDKDDPHGRLEYAEHQGRIKNAREAHSQIEKRRRDKMNSFIDELASLVPTCNAMSRKLDKLTVLRMAVQHMKTLRGATNPYTEANYKPTFLSDDELKHLILRAADGFLFVVGCDRGKILFVSESVFKILNYSQNDLIGQSLFDYLHPKDIAKVKEQLSSSDTAPRERLIDAKTGLPVKTDITPGPSRLCSGARRSFFCRMKCNRPSVKVEDKDFASTCSKKKDRKSFCTIHSTGYLKSWPPT.... Result: 0 (no interaction). (2) The miRNA is hsa-miR-6741-5p with sequence GUGGGUGCUGGUGGGAGCCGUG. The protein sequence of the target gene is MDGCSAASTFLTDSLELELGTEWCKPPCFSCAFDNREGKFSGESYLASGALKRLILNLDPLPTNFEEDTVELFGFQWVTETALVYSCRELFHLFRQQIFNLESLVQVSCDFGKIATLHAKADSIRQQCVVFLHYIKVFIFRCLKVQEAESHSRPAHPYEALEAQLPSMLVDELRGLLLYIGHLAALPSVTVGAFVNQNQMKLFPPSWHLLHLYLDTHWLVLEILHILGEKLKQVVYGRQFIGQAGDNLTNVSLFEEHCEHLFCDLICLSLNRFDKVMPSEALLISHCPCSCVKELWVLLI.... Result: 0 (no interaction). (3) The miRNA is mmu-miR-466h-3p with sequence UACGCACGCACACACACAC. The protein sequence of the target gene is MKPSPAGTAKELEPPAPARGEQRTAEPEGRWREKGEADTERQRTRERQEATLAGLAELEYLRQRQELLVRGALRGAGGAGAAAPRAGELLGEAAQRSRLEEKFLEENILLLRKQLNCLRRRDAGLLNQLQELDKQISDLRLDVEKTSEEHLETDSRPSSGFYELSDGASGSLSNSSNSVFSECLSSCHSSTCFCSPLEATLSLSDGCPKSADLIGLLEYKEGHCEDQASGAVCRSLSTPQFNSLDVIADVNPKYQCDLVSKNGNDVYRYPSPLHAVAVQSPMFLLCLTGNPLREEDRLGN.... Result: 0 (no interaction). (4) The miRNA is hsa-miR-1307-5p with sequence UCGACCGGACCUCGACCGGCU. The protein sequence of the target gene is MAASAARGAAALRRSINQPVAFVRRIPWTAASSQLKEHFAQFGHVRRCILPFDKETGFHRGLGWVQFSSEEGLRNALQQENHIIDGVKVQVHTRRPKLPQTSDDEKKDF. Result: 0 (no interaction). (5) The miRNA is hsa-miR-627-3p with sequence UCUUUUCUUUGAGACUCACU. The protein sequence of the target gene is MRTHTRGAPSVFFIYLLCFVSAYITDENPEVMIPFTNANYDSHPMLYFSRAEVAELQLRAASSHEHIAARLTEAVHTMLSSPLEYLPPWDPKDYSARWNEIFGNNLGALAMFCVLYPENIEARDMAKDYMERMAAQPSWLVKDAPWDEVPLAHSLVGFATAYDFLYNYLSKTQQEKFLEVIANASGYMYETSYRRGWGFQYLHNHQPTNCMALLTGSLVLMNQGYLQEAYLWTKQVLTIMEKSLVLLREVTDGSLYEGVAYGSYTTRSLFQYMFLVQRHFNINHFGHPWLKQHFAFMYRT.... Result: 1 (interaction). (6) The miRNA is hsa-miR-4796-3p with sequence UAAAGUGGCAGAGUAUAGACAC. The protein sequence of the target gene is MDDLDALLADLESTTSHISKRPVFLSEETPYSYPTGNHTYQEIAVPPPVPPPPSSEALNGTILDPLDQWQPSSSRFIHQQPQSSSPVYGSSAKTSSVSNPQDSVGSPCSRVGEEEHVYSFPNKQKSAEPSPTVMSTSLGSNLSELDRLLLELNAVQHNPPGFPADEANSSPPLPGALSPLYGVPETNSPLGGKAGPLTKEKPKRNGGRGLEDVRPSVESLLDELESSVPSPVPAITVNQGEMSSPQRVTSTQQQTRISASSATRELDELMASLSDFKIQGLEQRADGERCWAAGWPRDGG.... Result: 1 (interaction). (7) The miRNA is mmu-miR-466f with sequence ACGUGUGUGUGCAUGUGCAUGU. The protein sequence of the target gene is MGNKQTIFTEEQLDNYQDCTFFNKKDILKLHARFYELAPNLVPMDYRKSPIVHVPMSLIIQMPELRENPFKERIVEAFSEDGEGNLTFNDFVDMFSVLCESAPRELKANYAFKIYDFNTDNFICKEDLEMTLARLTKSELEEDEVVLVCDKVIEEADLDGDGKLGFADFEDMIAKAPDFLSTFHIRI. Result: 0 (no interaction). (8) The miRNA is hsa-miR-15a-5p with sequence UAGCAGCACAUAAUGGUUUGUG. The protein sequence of the target gene is MNEEYDVIVLGTGLTECILSGIMSVNGKKVLHMDRNPYYGGESASITPLEDLYKRFKIPGSPPESMGRGRDWNVDLIPKFLMANGQLVKMLLYTEVTRYLDFKVTEGSFVYKGGKIYKVPSTEAEALASSLMGLFEKRRFRKFLVYVANFDEKDPRTFEGIDPKKTTMRDVYKKFDLGQDVIDFTGHALALYRTDDYLDQPCYETINRIKLYSESLARYGKSPYLYPLYGLGELPQGFARLSAIYGGTYMLNKPIEEIIVQNGKVIGVKSEGEIARCKQLICDPSYVKDRVEKVGQVIRV.... Result: 1 (interaction).